This data is from Full USPTO retrosynthesis dataset with 1.9M reactions from patents (1976-2016). The task is: Predict the reactants needed to synthesize the given product. (1) Given the product [CH3:28][O:29][N:30]=[C:25]([C:23]1[CH:22]=[CH:21][C:20]2[N:16]([C:12]3[CH:13]=[CH:14][CH:15]=[C:10]([CH2:9][O:8][CH2:7][C:6]4[N:2]([CH3:1])[N:3]=[CH:4][N:5]=4)[CH:11]=3)[CH:17]=[N:18][C:19]=2[CH:24]=1)[CH3:26], predict the reactants needed to synthesize it. The reactants are: [CH3:1][N:2]1[C:6]([CH2:7][O:8][CH2:9][C:10]2[CH:11]=[C:12]([N:16]3[C:20]4[CH:21]=[CH:22][C:23]([C:25](=O)[CH3:26])=[CH:24][C:19]=4[N:18]=[CH:17]3)[CH:13]=[CH:14][CH:15]=2)=[N:5][CH:4]=[N:3]1.[CH3:28][O:29][NH2:30]. (2) Given the product [Br:1][C:2]1[CH:7]=[CH:6][CH:5]=[CH:4][C:3]=1[CH2:8][S:9]([Cl:15])(=[O:12])=[O:10], predict the reactants needed to synthesize it. The reactants are: [Br:1][C:2]1[CH:7]=[CH:6][CH:5]=[CH:4][C:3]=1[CH2:8][S:9]([O-:12])(=O)=[O:10].[Na+].P(Cl)(Cl)(Cl)(Cl)[Cl:15]. (3) Given the product [CH2:15]([N:11]1[CH2:12][C@@H:13]([CH3:14])[C@H:9]([C:6]2[NH:5][C:4](=[O:22])[C:3]([CH2:2][NH:1][C:29]([CH:26]3[CH2:27][CH2:28][O:23][CH2:24][CH2:25]3)=[O:30])=[N:8][N:7]=2)[CH2:10]1)[C:16]1[CH:21]=[CH:20][CH:19]=[CH:18][CH:17]=1, predict the reactants needed to synthesize it. The reactants are: [NH2:1][CH2:2][C:3]1[C:4](=[O:22])[NH:5][C:6]([C@H:9]2[C@H:13]([CH3:14])[CH2:12][N:11]([CH2:15][C:16]3[CH:21]=[CH:20][CH:19]=[CH:18][CH:17]=3)[CH2:10]2)=[N:7][N:8]=1.[O:23]1[CH2:28][CH2:27][CH:26]([C:29](ON2C(=O)CCC2=O)=[O:30])[CH2:25][CH2:24]1.